From a dataset of Full USPTO retrosynthesis dataset with 1.9M reactions from patents (1976-2016). Predict the reactants needed to synthesize the given product. Given the product [F:9][C:10]1[CH:20]=[CH:19][C:13]([C:14](=[O:15])[CH2:8][C:6]2[CH:5]=[CH:4][N:3]=[C:2]([F:1])[CH:7]=2)=[CH:12][CH:11]=1, predict the reactants needed to synthesize it. The reactants are: [F:1][C:2]1[CH:7]=[C:6]([CH3:8])[CH:5]=[CH:4][N:3]=1.[F:9][C:10]1[CH:20]=[CH:19][C:13]([C:14](OCC)=[O:15])=[CH:12][CH:11]=1.C[Si]([N-][Si](C)(C)C)(C)C.[Na+].CCOC(C)=O.